This data is from Peptide-MHC class I binding affinity with 185,985 pairs from IEDB/IMGT. The task is: Regression. Given a peptide amino acid sequence and an MHC pseudo amino acid sequence, predict their binding affinity value. This is MHC class I binding data. (1) The MHC is HLA-B27:03 with pseudo-sequence HLA-B27:03. The binding affinity (normalized) is 0.0847. The peptide sequence is TMRTPLFPW. (2) The peptide sequence is LTAAVLMLA. The MHC is HLA-A02:01 with pseudo-sequence HLA-A02:01. The binding affinity (normalized) is 0.621. (3) The peptide sequence is YAAQGYKVL. The MHC is HLA-B53:01 with pseudo-sequence HLA-B53:01. The binding affinity (normalized) is 0. (4) The peptide sequence is AFEDLRVSSF. The MHC is HLA-A24:02 with pseudo-sequence HLA-A24:02. The binding affinity (normalized) is 0.0955. (5) The peptide sequence is SWHHTSDDF. The MHC is HLA-A69:01 with pseudo-sequence HLA-A69:01. The binding affinity (normalized) is 0.0847. (6) The peptide sequence is QPQPFRPQQPY. The MHC is Mamu-B17 with pseudo-sequence Mamu-B17. The binding affinity (normalized) is 0. (7) The peptide sequence is YARNFLIPF. The MHC is HLA-A32:07 with pseudo-sequence HLA-A32:07. The binding affinity (normalized) is 0.406.